Dataset: Full USPTO retrosynthesis dataset with 1.9M reactions from patents (1976-2016). Task: Predict the reactants needed to synthesize the given product. (1) Given the product [OH:1][B:2]1[C:6]2[C:7]([CH2:11][CH2:12][C:13]([NH2:17])=[O:15])=[CH:8][CH:9]=[CH:10][C:5]=2[CH2:4][O:3]1, predict the reactants needed to synthesize it. The reactants are: [OH:1][B:2]1[C:6]2[C:7]([CH2:11][CH2:12][C:13]([O:15]C)=O)=[CH:8][CH:9]=[CH:10][C:5]=2[CH2:4][O:3]1.[NH4+:17].[OH-]. (2) Given the product [CH2:1]([O:8][C:9]1[CH:14]=[C:13]([N:31]2[CH2:30][CH2:29][CH:28]([N:17]([CH3:16])[C:18](=[O:27])[O:19][CH2:20][C:21]3[CH:26]=[CH:25][CH:24]=[CH:23][CH:22]=3)[CH2:33][CH2:32]2)[CH:12]=[CH:11][N:10]=1)[C:2]1[CH:7]=[CH:6][CH:5]=[CH:4][CH:3]=1, predict the reactants needed to synthesize it. The reactants are: [CH2:1]([O:8][C:9]1[CH:14]=[C:13](Cl)[CH:12]=[CH:11][N:10]=1)[C:2]1[CH:7]=[CH:6][CH:5]=[CH:4][CH:3]=1.[CH3:16][N:17]([CH:28]1[CH2:33][CH2:32][NH:31][CH2:30][CH2:29]1)[C:18](=[O:27])[O:19][CH2:20][C:21]1[CH:26]=[CH:25][CH:24]=[CH:23][CH:22]=1.C([O-])([O-])=O.[Cs+].[Cs+].CC1(C)C2C(=C(P(C3C=CC=CC=3)C3C=CC=CC=3)C=CC=2)OC2C(P(C3C=CC=CC=3)C3C=CC=CC=3)=CC=CC1=2. (3) Given the product [Br:11][C:5]1[CH:6]=[C:7]([Cl:10])[CH:8]=[CH:9][C:4]=1[N:1]1[CH:15]=[C:14]([C:13]([F:17])([F:16])[F:12])[N:3]=[N:2]1, predict the reactants needed to synthesize it. The reactants are: [N:1]([C:4]1[CH:9]=[CH:8][C:7]([Cl:10])=[CH:6][C:5]=1[Br:11])=[N+:2]=[N-:3].[F:12][C:13]([F:17])([F:16])[C:14]#[CH:15]. (4) Given the product [CH3:39][C:21]1[N:14]2[C:13]3[CH:12]=[C:11]([C:35]([F:38])([F:37])[F:36])[NH:10][C:18]=3[CH:17]=[CH:16][C:15]2=[N:19][N:20]=1, predict the reactants needed to synthesize it. The reactants are: C1(S([N:10]2[C:18]3[C:13](=[N:14][C:15]([N:19](C(OC(C)(C)C)=O)[NH:20][C:21](OC(C)(C)C)=O)=[CH:16][CH:17]=3)[CH:12]=[C:11]2[C:35]([F:38])([F:37])[F:36])(=O)=O)C=CC=CC=1.[C:39](O)(=O)C. (5) Given the product [C:1]1([S:23]([N:26]2[C:34]3[C:29](=[CH:30][C:31]4[CH2:36][O:82][C@@:52]5([C@H:51]([O:50][CH2:43][C:44]6[CH:49]=[CH:48][CH:47]=[CH:46][CH:45]=6)[C@@H:56]([O:57][CH2:58][C:59]6[CH:64]=[CH:63][CH:62]=[CH:61][CH:60]=6)[C@@H:55]([O:65][CH2:66][C:67]6[CH:68]=[CH:69][CH:70]=[CH:71][CH:72]=6)[C@@H:54]([CH2:73][O:74][CH2:75][C:76]6[CH:77]=[CH:78][CH:79]=[CH:80][CH:81]=6)[O:53]5)[C:32]=4[CH:33]=3)[CH:28]=[CH:27]2)(=[O:25])=[O:24])[CH:3]=[CH:8][CH:7]=[CH:6][CH:2]=1, predict the reactants needed to synthesize it. The reactants are: [CH:1]([Mg]Br)([CH3:3])[CH3:2].[CH2:6]([Li])[CH2:7][CH2:8]C.CCCCCC.C1([S:23]([N:26]2[C:34]3[C:29](=[CH:30][C:31]([CH2:36]OC(OC)(C)C)=[C:32](Br)[CH:33]=3)[CH:28]=[CH:27]2)(=[O:25])=[O:24])C=CC=CC=1.[CH2:43]([O:50][CH:51]1[CH:56]([O:57][CH2:58][C:59]2[CH:64]=[CH:63][CH:62]=[CH:61][CH:60]=2)[CH:55]([O:65][CH2:66][C:67]2[CH:72]=[CH:71][CH:70]=[CH:69][CH:68]=2)[CH:54]([CH2:73][O:74][CH2:75][C:76]2[CH:81]=[CH:80][CH:79]=[CH:78][CH:77]=2)[O:53][C:52]1=[O:82])[C:44]1[CH:49]=[CH:48][CH:47]=[CH:46][CH:45]=1.[Cl-].[NH4+].C1(C)C=CC(S(O)(=O)=O)=CC=1. (6) Given the product [F:8][C:7]1[C:2]2[N:1]=[C:15]([CH:17]([CH3:23])[C:18]([O:20][CH2:21][CH3:22])=[O:19])[NH:11][C:3]=2[C:4]([F:10])=[C:5]([F:9])[CH:6]=1, predict the reactants needed to synthesize it. The reactants are: [NH2:1][C:2]1[C:7]([F:8])=[CH:6][C:5]([F:9])=[C:4]([F:10])[C:3]=1[NH2:11].C(O[C:15]([CH:17]([CH3:23])[C:18]([O:20][CH2:21][CH3:22])=[O:19])=N)C. (7) The reactants are: Br[C:2]1[CH:7]=[C:6]([O:8][CH3:9])[C:5]([O:10][CH3:11])=[CH:4][C:3]=1[S:12]([NH:15][C:16]1[CH:21]=[CH:20][C:19]([Cl:22])=[C:18]([O:23][CH2:24][CH2:25][N:26]([CH3:28])[CH3:27])[CH:17]=1)(=[O:14])=[O:13].[C:29]1(B(O)O)[CH:34]=[CH:33][CH:32]=[CH:31][CH:30]=1.C(=O)([O-])[O-].[Cs+].[Cs+].C1(P(C2C=CC=CC=2)C2C=CC=CC=2)C=CC=CC=1. Given the product [Cl:22][C:19]1[CH:20]=[CH:21][C:16]([NH:15][S:12]([C:3]2[C:2]([C:29]3[CH:34]=[CH:33][CH:32]=[CH:31][CH:30]=3)=[CH:7][C:6]([O:8][CH3:9])=[C:5]([O:10][CH3:11])[CH:4]=2)(=[O:14])=[O:13])=[CH:17][C:18]=1[O:23][CH2:24][CH2:25][N:26]([CH3:28])[CH3:27], predict the reactants needed to synthesize it.